Dataset: Full USPTO retrosynthesis dataset with 1.9M reactions from patents (1976-2016). Task: Predict the reactants needed to synthesize the given product. (1) Given the product [SH:14][C:13]1[NH:10][C:5]2[CH:4]=[C:3]([C:2]([F:11])([F:12])[F:1])[CH:8]=[CH:7][C:6]=2[N:9]=1, predict the reactants needed to synthesize it. The reactants are: [F:1][C:2]([F:12])([F:11])[C:3]1[CH:4]=[C:5]([NH2:10])[C:6]([NH2:9])=[CH:7][CH:8]=1.[C:13](N1C=CN=C1)(N1C=CN=C1)=[S:14]. (2) Given the product [CH3:24][C:25]1[CH:33]=[CH:32][C:28]([C:29]([NH:1][CH2:2][C@H:3]2[N:8]([C:9]([C:11]3[N:12]=[C:13]([CH3:23])[S:14][C:15]=3[C:16]3[CH:17]=[C:18]([CH3:22])[CH:19]=[CH:20][CH:21]=3)=[O:10])[CH2:7][C@H:6]3[C@@H:4]2[CH2:5]3)=[O:30])=[CH:27][C:26]=1[C:34]([F:35])([F:36])[F:37], predict the reactants needed to synthesize it. The reactants are: [NH2:1][CH2:2][C@H:3]1[N:8]([C:9]([C:11]2[N:12]=[C:13]([CH3:23])[S:14][C:15]=2[C:16]2[CH:17]=[C:18]([CH3:22])[CH:19]=[CH:20][CH:21]=2)=[O:10])[CH2:7][C@H:6]2[C@@H:4]1[CH2:5]2.[CH3:24][C:25]1[CH:33]=[CH:32][C:28]([C:29](O)=[O:30])=[CH:27][C:26]=1[C:34]([F:37])([F:36])[F:35]. (3) Given the product [OH:1][C:2]1[CH:9]=[CH:8][C:5]([CH:6]=[N:11][OH:10])=[CH:4][CH:3]=1, predict the reactants needed to synthesize it. The reactants are: [OH:1][C:2]1[CH:9]=[CH:8][C:5]([CH:6]=O)=[CH:4][CH:3]=1.[OH:10][NH2:11].Cl.N1C=CC=CC=1. (4) Given the product [CH3:27][C:28]([CH3:34])([CH3:33])[CH2:29][C:30]([NH:23][C:22]1[CH:24]=[CH:25][CH:26]=[C:20]([CH2:19][CH2:18][N:15]2[CH2:14][CH2:13][N:12]([C:8]3[CH:7]=[CH:6][CH:5]=[C:4]4[C:9]=3[CH:10]=[CH:11][C:2]([CH3:1])=[N:3]4)[CH2:17][CH2:16]2)[CH:21]=1)=[O:31], predict the reactants needed to synthesize it. The reactants are: [CH3:1][C:2]1[CH:11]=[CH:10][C:9]2[C:4](=[CH:5][CH:6]=[CH:7][C:8]=2[N:12]2[CH2:17][CH2:16][N:15]([CH2:18][CH2:19][C:20]3[CH:21]=[C:22]([CH:24]=[CH:25][CH:26]=3)[NH2:23])[CH2:14][CH2:13]2)[N:3]=1.[CH3:27][C:28]([CH3:34])([CH3:33])[CH2:29][C:30](Cl)=[O:31]. (5) Given the product [ClH:1].[ClH:1].[CH2:26]([O:25][C:22]1[CH:21]=[CH:20][C:19]([C:11]2[CH:10]=[C:9]([O:8][CH2:7][CH:5]3[CH2:4][N:3]([CH3:36])[CH2:6]3)[N:14]=[N:13][C:12]=2[CH2:15][CH2:16][CH2:17][CH3:18])=[CH:24][CH:23]=1)[C:27]1[CH:32]=[CH:31][CH:30]=[CH:29][CH:28]=1, predict the reactants needed to synthesize it. The reactants are: [ClH:1].Cl.[NH:3]1[CH2:6][CH:5]([CH2:7][O:8][C:9]2[N:14]=[N:13][C:12]([CH2:15][CH2:16][CH2:17][CH3:18])=[C:11]([C:19]3[CH:24]=[CH:23][C:22]([O:25][CH2:26][C:27]4[CH:32]=[CH:31][CH:30]=[CH:29][CH:28]=4)=[CH:21][CH:20]=3)[CH:10]=2)[CH2:4]1.C=O.O.[C:36](O[BH-](OC(=O)C)OC(=O)C)(=O)C.[Na+].C([O-])(O)=O.[Na+].Cl. (6) Given the product [NH:10]1[C:11]2[CH:17]=[CH:16][CH:15]=[CH:14][C:12]=2[N:13]=[C:9]1[N:8]([C:18]1[C:23]([CH3:24])=[CH:22][CH:21]=[CH:20][C:19]=1[CH3:25])[C:6]1[CH:5]=[CH:4][N:3]=[C:2]([NH:39][C:36]2[CH:35]=[CH:34][C:33]([N:30]3[CH2:29][CH2:28][N:27]([CH3:26])[CH2:32][CH2:31]3)=[CH:38][CH:37]=2)[N:7]=1, predict the reactants needed to synthesize it. The reactants are: Cl[C:2]1[N:7]=[C:6]([N:8]([C:18]2[C:23]([CH3:24])=[CH:22][CH:21]=[CH:20][C:19]=2[CH3:25])[C:9]2[NH:13][C:12]3[CH:14]=[CH:15][CH:16]=[CH:17][C:11]=3[N:10]=2)[CH:5]=[CH:4][N:3]=1.[CH3:26][N:27]1[CH2:32][CH2:31][N:30]([C:33]2[CH:38]=[CH:37][C:36]([NH2:39])=[CH:35][CH:34]=2)[CH2:29][CH2:28]1.[OH-].[Na+].